From a dataset of NCI-60 drug combinations with 297,098 pairs across 59 cell lines. Regression. Given two drug SMILES strings and cell line genomic features, predict the synergy score measuring deviation from expected non-interaction effect. (1) Drug 1: CCC1(CC2CC(C3=C(CCN(C2)C1)C4=CC=CC=C4N3)(C5=C(C=C6C(=C5)C78CCN9C7C(C=CC9)(C(C(C8N6C)(C(=O)OC)O)OC(=O)C)CC)OC)C(=O)OC)O.OS(=O)(=O)O. Drug 2: CN1C2=C(C=C(C=C2)N(CCCl)CCCl)N=C1CCCC(=O)O.Cl. Cell line: K-562. Synergy scores: CSS=44.8, Synergy_ZIP=3.06, Synergy_Bliss=2.23, Synergy_Loewe=-63.5, Synergy_HSA=-0.621. (2) Drug 1: CC(C1=C(C=CC(=C1Cl)F)Cl)OC2=C(N=CC(=C2)C3=CN(N=C3)C4CCNCC4)N. Drug 2: CN1CCC(CC1)COC2=C(C=C3C(=C2)N=CN=C3NC4=C(C=C(C=C4)Br)F)OC. Cell line: DU-145. Synergy scores: CSS=4.37, Synergy_ZIP=-2.97, Synergy_Bliss=3.29, Synergy_Loewe=-1.53, Synergy_HSA=1.45.